Dataset: Catalyst prediction with 721,799 reactions and 888 catalyst types from USPTO. Task: Predict which catalyst facilitates the given reaction. Reactant: [H-].[Al+3].[Li+].[H-].[H-].[H-].[CH:7]1([O:12][C:13]2[CH:14]=[C:15]([CH:18]=[CH:19][C:20]=2[O:21][CH3:22])[CH:16]=[O:17])[CH2:11][CH2:10][CH2:9][CH2:8]1.Cl. Product: [CH:7]1([O:12][C:13]2[CH:14]=[C:15]([CH2:16][OH:17])[CH:18]=[CH:19][C:20]=2[O:21][CH3:22])[CH2:8][CH2:9][CH2:10][CH2:11]1. The catalyst class is: 1.